Dataset: Full USPTO retrosynthesis dataset with 1.9M reactions from patents (1976-2016). Task: Predict the reactants needed to synthesize the given product. (1) Given the product [CH3:46][O:45][C:42]1[CH:43]=[CH:44][C:39]([NH:36][C:37]([N:12]2[CH2:11][C:10]3[CH:14]=[CH:15][C:16]([C:18]([O:20][CH3:21])=[O:19])=[CH:17][C:9]=3[O:8][C@H:7]([C:1]3[CH:2]=[CH:3][CH:4]=[CH:5][CH:6]=3)[CH2:13]2)=[O:38])=[CH:40][CH:41]=1, predict the reactants needed to synthesize it. The reactants are: [C:1]1([C@@H:7]2[CH2:13][NH:12][CH2:11][C:10]3[CH:14]=[CH:15][C:16]([C:18]([O:20][CH3:21])=[O:19])=[CH:17][C:9]=3[O:8]2)[CH:6]=[CH:5][CH:4]=[CH:3][CH:2]=1.C(O)(C(F)(F)F)=O.CCN(CC)CC.[N:36]([C:39]1[CH:44]=[CH:43][C:42]([O:45][CH3:46])=[CH:41][CH:40]=1)=[C:37]=[O:38]. (2) Given the product [F:13][C:14]1[CH:19]=[CH:18][CH:17]=[CH:16][C:15]=1[S:20][C:3]1[C:4]2=[N:5][CH:6]=[CH:7][CH:8]=[C:9]2[NH:1][C:2]=1[C:10]([NH2:12])=[O:11], predict the reactants needed to synthesize it. The reactants are: [NH:1]1[C:9]2[C:4](=[N:5][CH:6]=[CH:7][CH:8]=2)[CH:3]=[C:2]1[C:10]([NH2:12])=[O:11].[F:13][C:14]1[CH:19]=[CH:18][CH:17]=[CH:16][C:15]=1[S:20][S:20][C:15]1[CH:16]=[CH:17][CH:18]=[CH:19][C:14]=1[F:13]. (3) The reactants are: [CH2:1]1[C:4]2([CH2:7][N:6]([C:8]([C:10]3[S:11][CH:12]=[C:13]([C:15]([O:17][C:18]([CH3:21])([CH3:20])[CH3:19])=[O:16])[N:14]=3)=[O:9])[CH2:5]2)[CH2:3][S:2]1.C1C=C(Cl)C=C(C(OO)=[O:30])C=1. Given the product [O:30]=[S:2]1[CH2:3][C:4]2([CH2:5][N:6]([C:8]([C:10]3[S:11][CH:12]=[C:13]([C:15]([O:17][C:18]([CH3:21])([CH3:20])[CH3:19])=[O:16])[N:14]=3)=[O:9])[CH2:7]2)[CH2:1]1, predict the reactants needed to synthesize it. (4) Given the product [CH2:10]([N:7]1[C:8]([CH3:9])=[C:4]([CH2:3][S:19][C:17]2[N:16]=[C:15]([OH:20])[CH:14]=[C:13]([CH3:12])[N:18]=2)[N:5]=[CH:6]1)[CH3:11], predict the reactants needed to synthesize it. The reactants are: Cl.Cl[CH2:3][C:4]1[N:5]=[CH:6][N:7]([CH2:10][CH3:11])[C:8]=1[CH3:9].[CH3:12][C:13]1[N:18]=[C:17]([SH:19])[N:16]=[C:15]([OH:20])[CH:14]=1.C(=O)([O-])[O-].[K+].[K+]. (5) Given the product [I:18][C:5]1[C:6]2[C:11](=[CH:10][CH:9]=[CH:8][CH:7]=2)[C:2]([Br:1])=[CH:3][CH:4]=1, predict the reactants needed to synthesize it. The reactants are: [Br:1][C:2]1[C:11]2[C:6](=[CH:7][CH:8]=[CH:9][CH:10]=2)[C:5](Br)=[CH:4][CH:3]=1.[Li]CCCC.[I:18]I.OS([O-])=O.[Na+]. (6) The reactants are: [CH3:1][O:2][C:3]1[CH:4]=[CH:5][C:6]([N+:23]([O-])=O)=[C:7]([S:9]([NH:12][C:13]2[CH:14]=[CH:15][CH:16]=[C:17]3[C:22]=2[N:21]=[CH:20][CH:19]=[CH:18]3)(=[O:11])=[O:10])[CH:8]=1.Cl[Sn]Cl. Given the product [NH2:23][C:6]1[CH:5]=[CH:4][C:3]([O:2][CH3:1])=[CH:8][C:7]=1[S:9]([NH:12][C:13]1[CH:14]=[CH:15][CH:16]=[C:17]2[C:22]=1[N:21]=[CH:20][CH:19]=[CH:18]2)(=[O:11])=[O:10], predict the reactants needed to synthesize it.